From a dataset of Catalyst prediction with 721,799 reactions and 888 catalyst types from USPTO. Predict which catalyst facilitates the given reaction. Reactant: [Cl:1][C:2]1[CH:3]=[C:4]2[C:8](=[CH:9][CH:10]=1)[NH:7][C:6]([CH2:11][N:12]1[C:16]3=[CH:17][N:18]=[CH:19][CH:20]=[C:15]3[C:14]3([CH2:22][CH2:21]3)[C:13]1=[O:23])=[CH:5]2.[S:24]1(=[O:30])(=[O:29])[CH2:28][CH:27]=[CH:26][CH2:25]1.[H-].[Na+]. Product: [Cl:1][C:2]1[CH:3]=[C:4]2[C:8](=[CH:9][CH:10]=1)[N:7]([CH:26]1[CH2:27][CH2:28][S:24](=[O:30])(=[O:29])[CH2:25]1)[C:6]([CH2:11][N:12]1[C:16]3=[CH:17][N:18]=[CH:19][CH:20]=[C:15]3[C:14]3([CH2:22][CH2:21]3)[C:13]1=[O:23])=[CH:5]2. The catalyst class is: 9.